From a dataset of Reaction yield outcomes from USPTO patents with 853,638 reactions. Predict the reaction yield, written as a fraction of the theoretical maximum amount of product (1.0 means a 100% yield; for example, 0.34 means a 34% yield). (1) The reactants are [CH2:1]1[C:10]2[C:5](=[CH:6][CH:7]=[CH:8][CH:9]=2)[CH2:4][CH2:3][N:2]1[CH2:11][CH:12]([OH:30])[CH2:13][NH:14][C:15](=[O:29])[C:16]1[CH:21]=[CH:20][CH:19]=[C:18]([CH2:22][N:23]2[CH2:28][CH2:27][NH:26][CH2:25][CH2:24]2)[CH:17]=1.C=O.[BH3-][C:34]#N.[Na+]. The catalyst is CO. The product is [CH2:1]1[C:10]2[C:5](=[CH:6][CH:7]=[CH:8][CH:9]=2)[CH2:4][CH2:3][N:2]1[CH2:11][CH:12]([OH:30])[CH2:13][NH:14][C:15](=[O:29])[C:16]1[CH:21]=[CH:20][CH:19]=[C:18]([CH2:22][N:23]2[CH2:24][CH2:25][N:26]([CH3:34])[CH2:27][CH2:28]2)[CH:17]=1. The yield is 0.175. (2) The reactants are [C:1]12([C:11]3[CH:21]=[CH:20][C:14]([O:15][CH2:16][C:17]([OH:19])=O)=[CH:13][CH:12]=3)[CH2:10][CH:5]3[CH2:6][CH:7]([CH2:9][CH:3]([CH2:4]3)[CH2:2]1)[CH2:8]2.[F:22][C:23]([F:38])([F:37])[C:24]1[CH:36]=[CH:35][C:27]([CH2:28][N:29]2[CH2:34][CH2:33][NH:32][CH2:31][CH2:30]2)=[CH:26][CH:25]=1. No catalyst specified. The product is [C:1]12([C:11]3[CH:21]=[CH:20][C:14]([O:15][CH2:16][C:17]([N:32]4[CH2:31][CH2:30][N:29]([CH2:28][C:27]5[CH:26]=[CH:25][C:24]([C:23]([F:37])([F:38])[F:22])=[CH:36][CH:35]=5)[CH2:34][CH2:33]4)=[O:19])=[CH:13][CH:12]=3)[CH2:8][CH:7]3[CH2:9][CH:3]([CH2:4][CH:5]([CH2:6]3)[CH2:10]1)[CH2:2]2. The yield is 0.933.